From a dataset of Full USPTO retrosynthesis dataset with 1.9M reactions from patents (1976-2016). Predict the reactants needed to synthesize the given product. Given the product [Cl:24][CH2:18][C:16]1[CH:17]=[C:12]([N:7]2[C:6]([CH3:21])([CH3:20])[C:5]3[C:9](=[CH:10][C:2]([F:1])=[CH:3][CH:4]=3)[C:8]2=[O:11])[CH:13]=[N:14][CH:15]=1, predict the reactants needed to synthesize it. The reactants are: [F:1][C:2]1[CH:10]=[C:9]2[C:5]([C:6]([CH3:21])([CH3:20])[N:7]([C:12]3[CH:13]=[N:14][CH:15]=[C:16]([CH2:18]O)[CH:17]=3)[C:8]2=[O:11])=[CH:4][CH:3]=1.S(Cl)([Cl:24])=O.